Dataset: Reaction yield outcomes from USPTO patents with 853,638 reactions. Task: Predict the reaction yield, written as a fraction of the theoretical maximum amount of product (1.0 means a 100% yield; for example, 0.34 means a 34% yield). The product is [CH:1]1([CH2:6][CH:7]([C:11]2[CH:16]=[CH:15][C:14]([N+:17]([O-:19])=[O:18])=[CH:13][CH:12]=2)[C:8]([NH:26][C:27]2[S:28][CH:29]=[CH:30][N:31]=2)=[O:10])[CH2:2][CH2:3][CH2:4][CH2:5]1. The reactants are [CH:1]1([CH2:6][CH:7]([C:11]2[CH:16]=[CH:15][C:14]([N+:17]([O-:19])=[O:18])=[CH:13][CH:12]=2)[C:8]([OH:10])=O)[CH2:5][CH2:4][CH2:3][CH2:2]1.C(Cl)(=O)C(Cl)=O.[NH2:26][C:27]1[S:28][CH:29]=[CH:30][N:31]=1.C(N(CC)C(C)C)(C)C. The catalyst is C(Cl)Cl.CN(C)C=O.O1CCCC1. The yield is 0.224.